This data is from Catalyst prediction with 721,799 reactions and 888 catalyst types from USPTO. The task is: Predict which catalyst facilitates the given reaction. Reactant: C([O-])(=O)C.[O:5]=[C:6]1[C@@H:9]([NH3+:10])[CH2:8][NH:7]1.CCN(CC)CC.[C:18](Cl)(=[O:25])[CH2:19][CH2:20][CH2:21][CH2:22][CH2:23][CH3:24]. Product: [O:5]=[C:6]1[C@@H:9]([NH:10][C:18](=[O:25])[CH2:19][CH2:20][CH2:21][CH2:22][CH2:23][CH3:24])[CH2:8][NH:7]1. The catalyst class is: 2.